Dataset: Full USPTO retrosynthesis dataset with 1.9M reactions from patents (1976-2016). Task: Predict the reactants needed to synthesize the given product. (1) Given the product [NH2:6][C:7]1[N:12]=[CH:11][C:10]([S:2]([Cl:1])(=[O:5])=[O:3])=[CH:9][N:8]=1, predict the reactants needed to synthesize it. The reactants are: [Cl:1][S:2]([OH:5])(=O)=[O:3].[NH2:6][C:7]1[N:12]=[CH:11][CH:10]=[CH:9][N:8]=1.S(Cl)(Cl)=O. (2) Given the product [CH2:22]([O:21][C:20]1[C:19](=[O:29])[C:18]([Br:30])=[CH:17][N:16]2[C:31]([CH2:34][O:35][CH2:36][O:37][CH3:38])=[CH:32][N:12]([CH2:11][C:10]3[CH:39]=[CH:40][C:41]([F:42])=[C:8]([Cl:7])[CH:9]=3)[C:13](=[O:14])[C:15]=12)[C:23]1[CH:24]=[CH:25][CH:26]=[CH:27][CH:28]=1, predict the reactants needed to synthesize it. The reactants are: C(Cl)(=O)C(Cl)=O.[Cl:7][C:8]1[CH:9]=[C:10]([CH:39]=[CH:40][C:41]=1[F:42])[CH2:11][NH:12][C:13]([C:15]1[N:16]([CH:31]([CH2:34][O:35][CH2:36][O:37][CH3:38])[CH2:32]O)[CH:17]=[C:18]([Br:30])[C:19](=[O:29])[C:20]=1[O:21][CH2:22][C:23]1[CH:28]=[CH:27][CH:26]=[CH:25][CH:24]=1)=[O:14].C(N(CC)C(C)C)(C)C.CS(Cl)(=O)=O. (3) Given the product [CH3:16][C:17]([OH:21])([CH3:20])[C:18]#[C:19][C:5]1[CH:4]=[C:3]([C:2]([F:15])([F:14])[F:1])[CH:8]=[C:7]([C:9]([F:12])([F:11])[F:10])[CH:6]=1, predict the reactants needed to synthesize it. The reactants are: [F:1][C:2]([F:15])([F:14])[C:3]1[CH:4]=[C:5](Br)[CH:6]=[C:7]([C:9]([F:12])([F:11])[F:10])[CH:8]=1.[CH3:16][C:17]([OH:21])([CH3:20])[C:18]#[CH:19]. (4) The reactants are: N[C:2]1[S:3][C:4]2[CH2:9][CH2:8][CH:7]([C:10]([O:12][CH2:13][CH3:14])=[O:11])[C:5]=2[N:6]=1.[F:15][B-](F)(F)F.[H+].F[B-](F)(F)F.N#[O+]. Given the product [F:15][C:2]1[S:3][C:4]2[CH2:9][CH2:8][CH:7]([C:10]([O:12][CH2:13][CH3:14])=[O:11])[C:5]=2[N:6]=1, predict the reactants needed to synthesize it. (5) Given the product [N:1]1([C:20]([C:19]2[CH:23]=[CH:24][C:16]([CH2:15][NH2:14])=[CH:17][CH:18]=2)=[O:21])[CH2:6][CH2:5][CH2:4][CH2:3][CH2:2]1, predict the reactants needed to synthesize it. The reactants are: [NH:1]1[CH2:6][CH2:5][CH2:4][CH2:3][CH2:2]1.C(OC([NH:14][CH2:15][C:16]1[CH:24]=[CH:23][C:19]([C:20](O)=[O:21])=[CH:18][CH:17]=1)=O)(C)(C)C. (6) Given the product [Cl:28][C:6]1[C:5]([CH:3]2[CH2:2][N:1]([CH2:29][C@@H:30]([OH:32])[CH3:31])[CH2:4]2)=[CH:10][C:9]([C:11]#[N:12])=[CH:8][C:7]=1[NH:13][C:14]1[N:19]=[C:18]([NH:20][CH2:21][CH3:22])[C:17]2=[N:23][CH:24]=[C:25]([C:26]#[N:27])[N:16]2[N:15]=1, predict the reactants needed to synthesize it. The reactants are: [NH:1]1[CH2:4][CH:3]([C:5]2[C:6]([Cl:28])=[C:7]([NH:13][C:14]3[N:19]=[C:18]([NH:20][CH2:21][CH3:22])[C:17]4=[N:23][CH:24]=[C:25]([C:26]#[N:27])[N:16]4[N:15]=3)[CH:8]=[C:9]([C:11]#[N:12])[CH:10]=2)[CH2:2]1.[CH2:29]1[O:32][C@H:30]1[CH3:31]. (7) Given the product [CH3:13][O:12][CH2:11][C:10]1[C:5]([C:6]([O:8][CH3:9])=[O:7])=[CH:4][NH:2][N:16]=1, predict the reactants needed to synthesize it. The reactants are: C[N:2]([CH:4]=[C:5]([C:10](=O)[CH2:11][O:12][CH3:13])[C:6]([O:8][CH3:9])=[O:7])C.O.[NH2:16]N.CC(O)=O.